Dataset: Full USPTO retrosynthesis dataset with 1.9M reactions from patents (1976-2016). Task: Predict the reactants needed to synthesize the given product. (1) Given the product [CH3:1][O:2][C:3](=[O:27])[C:4]1[CH:9]=[CH:8][C:7]([C:10]([C:12]2[C:21]([O:22][CH2:33][C:32]3[CH:35]=[CH:36][C:29]([Br:28])=[CH:30][CH:31]=3)=[CH:20][C:19]3[C:18]([CH3:23])([CH3:24])[CH2:17][CH2:16][C:15]([CH3:26])([CH3:25])[C:14]=3[CH:13]=2)=[O:11])=[CH:6][CH:5]=1, predict the reactants needed to synthesize it. The reactants are: [CH3:1][O:2][C:3](=[O:27])[C:4]1[CH:9]=[CH:8][C:7]([C:10]([C:12]2[C:21]([OH:22])=[CH:20][C:19]3[C:18]([CH3:24])([CH3:23])[CH2:17][CH2:16][C:15]([CH3:26])([CH3:25])[C:14]=3[CH:13]=2)=[O:11])=[CH:6][CH:5]=1.[Br:28][C:29]1[CH:36]=[CH:35][C:32]([CH2:33]Br)=[CH:31][CH:30]=1. (2) Given the product [N:48]([CH2:12][CH2:13][O:14][CH2:15][CH2:16][O:17][CH2:18][CH2:19][O:20][CH2:21][CH2:22][O:23][CH2:24][C:25]#[C:26][C:27]1[CH:28]=[C:29]([CH:40]=[CH:41][CH:42]=1)[C:30]([O:32][CH2:33][C:34]1[CH:39]=[CH:38][CH:37]=[CH:36][CH:35]=1)=[O:31])=[N+:49]=[N-:50], predict the reactants needed to synthesize it. The reactants are: S(O[CH2:12][CH2:13][O:14][CH2:15][CH2:16][O:17][CH2:18][CH2:19][O:20][CH2:21][CH2:22][O:23][CH2:24][C:25]#[C:26][C:27]1[CH:28]=[C:29]([CH:40]=[CH:41][CH:42]=1)[C:30]([O:32][CH2:33][C:34]1[CH:39]=[CH:38][CH:37]=[CH:36][CH:35]=1)=[O:31])(C1C=CC(C)=CC=1)(=O)=O.C(=O)(O)[O-].[Na+].[N-:48]=[N+:49]=[N-:50].[Na+]. (3) Given the product [ClH:25].[ClH:25].[CH3:23][O:22][C:20]1[C:19]2[C:14](=[CH:15][CH:16]=[CH:17][CH:18]=2)[N:13]=[C:12]([NH:11][CH2:10][CH2:9][CH2:8][NH2:7])[CH:21]=1, predict the reactants needed to synthesize it. The reactants are: C(OC(=O)[NH:7][CH2:8][CH2:9][CH2:10][NH:11][C:12]1[CH:21]=[C:20]([O:22][CH3:23])[C:19]2[C:14](=[CH:15][CH:16]=[CH:17][CH:18]=2)[N:13]=1)(C)(C)C.[ClH:25]. (4) Given the product [CH:13]1([CH2:10]/[CH:11]=[CH:12]/[C:2]2[CH:8]=[CH:7][C:5]([NH2:6])=[C:4]([F:9])[CH:3]=2)[CH2:18][CH2:17][CH2:16][CH2:15][CH2:14]1, predict the reactants needed to synthesize it. The reactants are: Br[C:2]1[CH:8]=[CH:7][C:5]([NH2:6])=[C:4]([F:9])[CH:3]=1.[CH2:10]([CH:13]1[CH2:18][CH2:17][CH2:16][CH2:15][CH2:14]1)[CH:11]=[CH2:12].CC1C=CC=CC=1P(C1C=CC=CC=1C)C1C=CC=CC=1C.C(N(CC)CC)C.